From a dataset of Reaction yield outcomes from USPTO patents with 853,638 reactions. Predict the reaction yield, written as a fraction of the theoretical maximum amount of product (1.0 means a 100% yield; for example, 0.34 means a 34% yield). (1) The reactants are Cl[C:2]1[N:7]=[C:6]([NH:8][C:9]2[CH:14]=[CH:13][CH:12]=[CH:11][C:10]=2[S:15]([CH:18]([CH3:20])[CH3:19])(=[O:17])=[O:16])[C:5]([Cl:21])=[CH:4][N:3]=1.[NH2:22][C:23]1[C:42]([O:43][CH3:44])=[CH:41][C:26]2[CH2:27][CH2:28][N:29]([CH2:32][C:33]([N:35]3[CH2:40][CH2:39][O:38][CH2:37][CH2:36]3)=[O:34])[CH2:30][CH2:31][C:25]=2[CH:24]=1. No catalyst specified. The product is [Cl:21][C:5]1[C:6]([NH:8][C:9]2[CH:14]=[CH:13][CH:12]=[CH:11][C:10]=2[S:15]([CH:18]([CH3:20])[CH3:19])(=[O:17])=[O:16])=[N:7][C:2]([NH:22][C:23]2[C:42]([O:43][CH3:44])=[CH:41][C:26]3[CH2:27][CH2:28][N:29]([CH2:32][C:33]([N:35]4[CH2:40][CH2:39][O:38][CH2:37][CH2:36]4)=[O:34])[CH2:30][CH2:31][C:25]=3[CH:24]=2)=[N:3][CH:4]=1. The yield is 0.600. (2) The reactants are [F:1][C:2]([F:15])([F:14])[C:3]1[N:4]=[C:5]2[CH:10]=[C:9]([C:11]#[N:12])[CH:8]=[CH:7][N:6]2[CH:13]=1.O.[OH-].[Li+].Cl.N[C:21]1[CH:26]=[CH:25][CH:24]=[CH:23][CH:22]=1.CCN=C=NCCCN(C)C.Cl.C1C=CC2N([OH:48])N=NC=2C=1.O.C(=O)([O-])O.[Na+]. The catalyst is C(O)C. The product is [C:21]1([NH:12][C:11]([C:9]2[CH:8]=[CH:7][N:6]3[CH:13]=[C:3]([C:2]([F:1])([F:14])[F:15])[N:4]=[C:5]3[CH:10]=2)=[O:48])[CH:26]=[CH:25][CH:24]=[CH:23][CH:22]=1. The yield is 0.830. (3) The reactants are Cl.[CH3:2][C:3]1[CH:8]=[CH:7][CH:6]=[CH:5][C:4]=1[CH2:9][C:10]([CH:12]1[CH2:17][CH2:16][NH:15][CH2:14][CH2:13]1)=[O:11].[C:18]([O:22][C:23]1[C:32]([CH:33]=O)=[N:31][C:30]2[C:25](=[CH:26][CH:27]=[CH:28][CH:29]=2)[N:24]=1)([CH3:21])([CH3:20])[CH3:19].C(O[BH-](OC(=O)C)OC(=O)C)(=O)C.[Na+].C(=O)(O)[O-].[Na+]. The catalyst is ClCCl.C(OCC)(=O)C. The product is [C:18]([O:22][C:23]1[C:32]([CH2:33][N:15]2[CH2:14][CH2:13][CH:12]([C:10](=[O:11])[CH2:9][C:4]3[CH:5]=[CH:6][CH:7]=[CH:8][C:3]=3[CH3:2])[CH2:17][CH2:16]2)=[N:31][C:30]2[C:25]([N:24]=1)=[CH:26][CH:27]=[CH:28][CH:29]=2)([CH3:21])([CH3:20])[CH3:19]. The yield is 0.630.